This data is from Catalyst prediction with 721,799 reactions and 888 catalyst types from USPTO. The task is: Predict which catalyst facilitates the given reaction. Reactant: [Cl:1][C:2]1[CH:3]=[C:4]2[C:9](=[CH:10][CH:11]=1)[N:8]=[CH:7][CH:6]=[C:5]2[N:12]1[CH2:17][CH2:16][NH:15][CH2:14][CH2:13]1.[F:18][C:19]1[CH:24]=[CH:23][C:22]([N:25]=[C:26]=[O:27])=[CH:21][CH:20]=1.CCCCCC.CCOC(C)=O. Product: [Cl:1][C:2]1[CH:3]=[C:4]2[C:9](=[CH:10][CH:11]=1)[N:8]=[CH:7][CH:6]=[C:5]2[N:12]1[CH2:13][CH2:14][N:15]([C:26]([NH:25][C:22]2[CH:23]=[CH:24][C:19]([F:18])=[CH:20][CH:21]=2)=[O:27])[CH2:16][CH2:17]1. The catalyst class is: 251.